From a dataset of Forward reaction prediction with 1.9M reactions from USPTO patents (1976-2016). Predict the product of the given reaction. (1) Given the reactants [Cl:1][C:2]1[CH:3]=[CH:4][C:5]([NH:8][C:9]([C:11]2[O:12][C:13]3[CH:35]=[CH:34][C:33]([CH2:36][C:37](OC)=[O:38])=[CH:32][C:14]=3[C:15]=2[NH:16][C:17]([C@H:19]2[CH2:24][CH2:23][C@H:22]([C:25]([N:27]3[CH2:31][CH2:30][CH2:29][CH2:28]3)=[O:26])[CH2:21][CH2:20]2)=[O:18])=[O:10])=[N:6][CH:7]=1.[BH4-].[Li+].Cl.C(=O)([O-])O.[Na+], predict the reaction product. The product is: [Cl:1][C:2]1[CH:3]=[CH:4][C:5]([NH:8][C:9]([C:11]2[O:12][C:13]3[CH:35]=[CH:34][C:33]([CH2:36][CH2:37][OH:38])=[CH:32][C:14]=3[C:15]=2[NH:16][C:17]([C@H:19]2[CH2:24][CH2:23][C@H:22]([C:25]([N:27]3[CH2:31][CH2:30][CH2:29][CH2:28]3)=[O:26])[CH2:21][CH2:20]2)=[O:18])=[O:10])=[N:6][CH:7]=1. (2) Given the reactants [C:1]([C:3]1([C:14]2[CH:15]=[N:16][C:17]([CH3:20])=[N:18][CH:19]=2)[CH2:8][C:7](C(OC)=O)=[C:6]([OH:13])[CH2:5][CH2:4]1)#[N:2].[Na+].[Cl-].O, predict the reaction product. The product is: [CH3:20][C:17]1[N:16]=[CH:15][C:14]([C:3]2([C:1]#[N:2])[CH2:4][CH2:5][C:6](=[O:13])[CH2:7][CH2:8]2)=[CH:19][N:18]=1. (3) Given the reactants [Cl:1][C:2]1[CH:3]=[CH:4][C:5]([NH:18][C:19]([CH:21]2[CH2:26][CH2:25][NH:24][CH2:23][CH2:22]2)=[O:20])=[C:6]([CH:17]=1)[C:7]([NH:9][C:10]1[CH:15]=[CH:14][C:13]([Cl:16])=[CH:12][N:11]=1)=[O:8].[CH3:27][N:28]1[CH2:34][CH2:33][CH2:32][C:31](=O)[CH2:30][CH2:29]1.[BH3-]C#N.[Na+].C(O)(=O)C, predict the reaction product. The product is: [Cl:1][C:2]1[CH:3]=[CH:4][C:5]([NH:18][C:19]([CH:21]2[CH2:22][CH2:23][N:24]([CH:31]3[CH2:32][CH2:33][CH2:34][N:28]([CH3:27])[CH2:29][CH2:30]3)[CH2:25][CH2:26]2)=[O:20])=[C:6]([CH:17]=1)[C:7]([NH:9][C:10]1[CH:15]=[CH:14][C:13]([Cl:16])=[CH:12][N:11]=1)=[O:8]. (4) Given the reactants CS([C:4]1[N:9]=[CH:8][C:7]2=[CH:10][CH:11]=[C:12]([NH:13][C:14]3[C:15]([N:20]([CH3:25])[S:21]([CH3:24])(=[O:23])=[O:22])=[N:16][CH:17]=[CH:18][CH:19]=3)[N:6]2[N:5]=1)=O.[CH2:26]1[N:31]([C:32]2[CH:37]=[CH:36][C:35]([NH2:38])=[CH:34][CH:33]=2)[CH2:30][CH2:29][O:28][CH2:27]1.C(N(CC)C(C)C)(C)C.COCC(O)C, predict the reaction product. The product is: [CH3:25][N:20]([C:15]1[C:14]([NH:13][C:12]2[N:6]3[C:7]([CH:8]=[N:9][C:4]([NH:38][C:35]4[CH:34]=[CH:33][C:32]([N:31]5[CH2:26][CH2:27][O:28][CH2:29][CH2:30]5)=[CH:37][CH:36]=4)=[N:5]3)=[CH:10][CH:11]=2)=[CH:19][CH:18]=[CH:17][N:16]=1)[S:21]([CH3:24])(=[O:23])=[O:22]. (5) Given the reactants [Na].F[C:3]1[CH:12]=[C:11]2[C:6]([C:7]([NH:13][C:14]3[CH:19]=[CH:18][C:17]([O:20][C:21]4[CH:26]=[CH:25][CH:24]=[CH:23][CH:22]=4)=[CH:16][CH:15]=3)=[N:8][CH:9]=[N:10]2)=[CH:5][C:4]=1[N+:27]([O-:29])=[O:28].[CH2:30]([OH:32])[CH3:31], predict the reaction product. The product is: [CH2:30]([O:32][C:3]1[CH:12]=[C:11]2[C:6]([C:7]([NH:13][C:14]3[CH:19]=[CH:18][C:17]([O:20][C:21]4[CH:26]=[CH:25][CH:24]=[CH:23][CH:22]=4)=[CH:16][CH:15]=3)=[N:8][CH:9]=[N:10]2)=[CH:5][C:4]=1[N+:27]([O-:29])=[O:28])[CH3:31]. (6) Given the reactants [CH3:1][C:2]1[CH:7]=[CH:6][CH:5]=[C:4]([CH3:8])[C:3]=1[N:9]1[C:13](=[O:14])[CH2:12][C:11]([CH2:18][C:19]([CH3:21])=[CH2:20])([C:15]([OH:17])=[O:16])[CH2:10]1.COC1C=C2[C@@]34[C@@H]5C[C@H]6C(CN5CC3)=CCO[C@H]3CC(=O)N([C@H]4[C@@H]63)C2=CC=1OC, predict the reaction product. The product is: [CH3:8][C:4]1[CH:5]=[CH:6][CH:7]=[C:2]([CH3:1])[C:3]=1[N:9]1[C:13](=[O:14])[CH2:12][C@:11]([CH2:18][C:19]([CH3:21])=[CH2:20])([C:15]([OH:17])=[O:16])[CH2:10]1. (7) Given the reactants CCN=C=NCCCN(C)C.Cl.[CH3:13][C:14]1[CH:45]=[CH:44][CH:43]=[CH:42][C:15]=1[CH2:16][NH:17][C:18]([C@@H:20]1[C:24]([CH3:26])([CH3:25])[S:23][CH2:22][N:21]1[C:27](=[O:41])[C@@H:28]([OH:40])[C@@H:29]([NH2:39])[CH2:30][C:31]1[CH:36]=[CH:35][C:34]([O:37][CH3:38])=[CH:33][CH:32]=1)=[O:19].[NH2:46][C:47]1[C:48]([CH3:56])=[C:49]([CH:53]=[CH:54][CH:55]=1)[C:50](O)=[O:51].C1C=CC2N(O)N=NC=2C=1, predict the reaction product. The product is: [CH3:13][C:14]1[CH:45]=[CH:44][CH:43]=[CH:42][C:15]=1[CH2:16][NH:17][C:18]([C@@H:20]1[C:24]([CH3:26])([CH3:25])[S:23][CH2:22][N:21]1[C:27](=[O:41])[C@@H:28]([OH:40])[C@@H:29]([NH:39][C:50](=[O:51])[C:49]1[CH:53]=[CH:54][CH:55]=[C:47]([NH2:46])[C:48]=1[CH3:56])[CH2:30][C:31]1[CH:32]=[CH:33][C:34]([O:37][CH3:38])=[CH:35][CH:36]=1)=[O:19]. (8) Given the reactants [F:1][C:2]1[CH:3]=[C:4]([CH2:9][CH:10]([NH:14][C:15](=[O:21])[O:16][C:17]([CH3:20])([CH3:19])[CH3:18])[CH:11]2[CH2:13][O:12]2)[CH:5]=[C:6]([F:8])[CH:7]=1.[CH2:22]([C:27]1[N:28]=[C:29]([C:32]2([NH2:35])[CH2:34][CH2:33]2)[S:30][CH:31]=1)[C:23]([CH3:26])([CH3:25])[CH3:24], predict the reaction product. The product is: [F:1][C:2]1[CH:3]=[C:4]([CH2:9][C@H:10]([NH:14][C:15](=[O:21])[O:16][C:17]([CH3:20])([CH3:19])[CH3:18])[C@H:11]([OH:12])[CH2:13][NH:35][C:32]2([C:29]3[S:30][CH:31]=[C:27]([CH2:22][C:23]([CH3:26])([CH3:25])[CH3:24])[N:28]=3)[CH2:33][CH2:34]2)[CH:5]=[C:6]([F:8])[CH:7]=1. (9) Given the reactants [Br:1][C:2]1[CH:7]=[C:6]([F:8])[CH:5]=[CH:4][C:3]=1[OH:9].C([O-])([O-])=O.[K+].[K+].[CH2:16](I)[CH3:17].O, predict the reaction product. The product is: [Br:1][C:2]1[CH:7]=[C:6]([F:8])[CH:5]=[CH:4][C:3]=1[O:9][CH2:16][CH3:17]. (10) Given the reactants [CH2:1]([O:4][C:5]1[C:10]([CH2:11][NH:12][C:13]2[C:18]([F:19])=[C:17]([O:20][CH3:21])[CH:16]=[C:15]([O:22][CH3:23])[C:14]=2[F:24])=[CH:9][N:8]=[C:7]2[N:25]([CH2:28][C:29]3[CH:34]=[CH:33][C:32]([O:35][CH3:36])=[CH:31][CH:30]=3)[N:26]=[CH:27][C:6]=12)[CH:2]=[CH2:3].C(N(CC)CC)C.[Cl:44][C:45](Cl)([O:47]C(=O)OC(Cl)(Cl)Cl)Cl, predict the reaction product. The product is: [CH2:1]([O:4][C:5]1[C:10]([CH2:11][N:12]([C:13]2[C:18]([F:19])=[C:17]([O:20][CH3:21])[CH:16]=[C:15]([O:22][CH3:23])[C:14]=2[F:24])[C:45]([Cl:44])=[O:47])=[CH:9][N:8]=[C:7]2[N:25]([CH2:28][C:29]3[CH:30]=[CH:31][C:32]([O:35][CH3:36])=[CH:33][CH:34]=3)[N:26]=[CH:27][C:6]=12)[CH:2]=[CH2:3].